This data is from NCI-60 drug combinations with 297,098 pairs across 59 cell lines. The task is: Regression. Given two drug SMILES strings and cell line genomic features, predict the synergy score measuring deviation from expected non-interaction effect. (1) Drug 1: CS(=O)(=O)C1=CC(=C(C=C1)C(=O)NC2=CC(=C(C=C2)Cl)C3=CC=CC=N3)Cl. Drug 2: CC1C(C(CC(O1)OC2CC(CC3=C2C(=C4C(=C3O)C(=O)C5=C(C4=O)C(=CC=C5)OC)O)(C(=O)CO)O)N)O.Cl. Cell line: MDA-MB-435. Synergy scores: CSS=47.6, Synergy_ZIP=0.811, Synergy_Bliss=4.63, Synergy_Loewe=-26.5, Synergy_HSA=3.00. (2) Drug 1: CC1=C(C(=CC=C1)Cl)NC(=O)C2=CN=C(S2)NC3=CC(=NC(=N3)C)N4CCN(CC4)CCO. Drug 2: CC(C)NC(=O)C1=CC=C(C=C1)CNNC.Cl. Cell line: HCC-2998. Synergy scores: CSS=11.1, Synergy_ZIP=2.90, Synergy_Bliss=6.76, Synergy_Loewe=1.59, Synergy_HSA=2.67.